From a dataset of Full USPTO retrosynthesis dataset with 1.9M reactions from patents (1976-2016). Predict the reactants needed to synthesize the given product. (1) Given the product [OH:1][C:2]1[CH:3]=[CH:4][C:5]([CH2:6][CH2:7][C:8]([OH:10])=[O:9])=[CH:11][CH:12]=1, predict the reactants needed to synthesize it. The reactants are: [OH:1][C:2]1[CH:12]=[CH:11][C:5]([CH:6]=[CH:7][C:8]([OH:10])=[O:9])=[CH:4][CH:3]=1.[H][H]. (2) Given the product [F:24][C:13]1[CH:12]=[C:4]([O:5][CH:6]2[CH2:11][CH2:10][CH2:9][O:8][CH2:7]2)[CH:3]=[C:2]([F:1])[C:14]=1[C:26]1[N:31]=[C:30]([C:32]([O:34][CH3:35])=[O:33])[CH:29]=[CH:28][C:27]=1[F:36], predict the reactants needed to synthesize it. The reactants are: [F:1][C:2]1[CH:3]=[C:4]([CH:12]=[C:13]([F:24])[C:14]=1B1OC(C)(C)C(C)(C)O1)[O:5][CH:6]1[CH2:11][CH2:10][CH2:9][O:8][CH2:7]1.Br[C:26]1[N:31]=[C:30]([C:32]([O:34][CH3:35])=[O:33])[CH:29]=[CH:28][C:27]=1[F:36].CCN(C(C)C)C(C)C. (3) The reactants are: Cl[C:2]1[C:7]([N+:8]([O-:10])=[O:9])=[C:6]([CH3:11])[CH:5]=[CH:4][N:3]=1.Cl.[CH2:13]([O:20][C:21]1[CH:27]=[CH:26][C:24]([NH2:25])=[CH:23][CH:22]=1)[C:14]1[CH:19]=[CH:18][CH:17]=[CH:16][CH:15]=1.C(N(CC)CC)C.O. Given the product [CH2:13]([O:20][C:21]1[CH:22]=[CH:23][C:24]([NH:25][C:2]2[C:7]([N+:8]([O-:10])=[O:9])=[C:6]([CH3:11])[CH:5]=[CH:4][N:3]=2)=[CH:26][CH:27]=1)[C:14]1[CH:15]=[CH:16][CH:17]=[CH:18][CH:19]=1, predict the reactants needed to synthesize it. (4) Given the product [CH:17]12[CH2:23][CH:20]([O:19][C:18]1=[O:24])[CH2:21][CH2:22][NH:16]2, predict the reactants needed to synthesize it. The reactants are: CN(C)C=O.OC1C=CC(S([N:16]2[CH2:22][CH2:21][CH:20]3[CH2:23][CH:17]2[C:18](=[O:24])[O:19]3)(=O)=O)=CC=1.C(=O)([O-])[O-].[Cs+].[Cs+].